Dataset: Full USPTO retrosynthesis dataset with 1.9M reactions from patents (1976-2016). Task: Predict the reactants needed to synthesize the given product. (1) Given the product [O:28]1[CH2:27][CH2:26][N:25]([CH:22]2[CH2:23][CH2:24][N:19]([C:17]([C:14]3[CH:13]=[CH:12][C:11]([C:8]4[CH:9]=[CH:10][C:5]5[N:6]([C:2]([C:45]6[CH:46]=[C:47]7[C:51](=[CH:52][CH:53]=6)[NH:50][C:49](=[O:54])[CH2:48]7)=[CH:3][N:4]=5)[N:7]=4)=[CH:16][CH:15]=3)=[O:18])[CH2:20][CH2:21]2)[CH2:30][CH2:29]1, predict the reactants needed to synthesize it. The reactants are: Br[C:2]1[N:6]2[N:7]=[C:8]([C:11]3[CH:16]=[CH:15][C:14]([C:17]([N:19]4[CH2:24][CH2:23][CH:22]([N:25]5[CH2:30][CH2:29][O:28][CH2:27][CH2:26]5)[CH2:21][CH2:20]4)=[O:18])=[CH:13][CH:12]=3)[CH:9]=[CH:10][C:5]2=[N:4][CH:3]=1.C([O-])([O-])=O.[Cs+].[Cs+].CC1(C)C(C)(C)OB([C:45]2[CH:46]=[C:47]3[C:51](=[CH:52][CH:53]=2)[NH:50][C:49](=[O:54])[CH2:48]3)O1. (2) Given the product [CH3:1][O:2][C:3](=[O:39])[NH:4][C@H:5]([C:9]([N:11]1[CH2:15][CH2:14][CH2:13][C@H:12]1[C:16]1[NH:17][CH:18]=[C:19]([C:21]2[CH:22]=[CH:23][C:24]([C:27]3[CH:32]=[C:31]([Cl:33])[C:30]([NH:34][C:47]([C:44]4[CH:43]=[N:42][C:41]([F:40])=[CH:46][CH:45]=4)=[O:48])=[CH:29][C:28]=3[C:35]([F:37])([F:38])[F:36])=[CH:25][CH:26]=2)[N:20]=1)=[O:10])[CH:6]([CH3:8])[CH3:7], predict the reactants needed to synthesize it. The reactants are: [CH3:1][O:2][C:3](=[O:39])[NH:4][C@H:5]([C:9]([N:11]1[CH2:15][CH2:14][CH2:13][C@H:12]1[C:16]1[NH:17][CH:18]=[C:19]([C:21]2[CH:26]=[CH:25][C:24]([C:27]3[CH:32]=[C:31]([Cl:33])[C:30]([NH2:34])=[CH:29][C:28]=3[C:35]([F:38])([F:37])[F:36])=[CH:23][CH:22]=2)[N:20]=1)=[O:10])[CH:6]([CH3:8])[CH3:7].[F:40][C:41]1[CH:46]=[CH:45][C:44]([C:47](Cl)=[O:48])=[CH:43][N:42]=1.